Dataset: M1 muscarinic receptor antagonist screen with 61,756 compounds. Task: Binary Classification. Given a drug SMILES string, predict its activity (active/inactive) in a high-throughput screening assay against a specified biological target. (1) The compound is Oc1c2c(n(CC)c(=O)c1C(=O)Nc1c(cccc1)C(OCC)=O)cccc2. The result is 0 (inactive). (2) The result is 0 (inactive). The molecule is S(CC(=O)N1CCN(CC1)C(OCC)=O)c1oc(nn1)CNC(=O)c1c(F)cccc1. (3) The molecule is S(=O)(=O)(N(C1CCCCC1)CC(=O)N1CCCCC1)C. The result is 0 (inactive).